This data is from Forward reaction prediction with 1.9M reactions from USPTO patents (1976-2016). The task is: Predict the product of the given reaction. (1) Given the reactants [C:1]([CH2:3][CH2:4][CH:5]([C:13]([NH:15][S:16]([C:19]1[CH:28]=[CH:27][C:26]2[C:21](=[CH:22][CH:23]=[CH:24][CH:25]=2)[CH:20]=1)(=[O:18])=[O:17])=[O:14])[C:6]([N:8]([CH2:11][CH3:12])[CH2:9][CH3:10])=[O:7])#[N:2].C(N[C:32]1[CH:37]=CC=[CH:34][CH:33]=1)C, predict the reaction product. The product is: [C:1]([CH2:3][CH2:4][CH:5]([C:13]([NH:15][S:16]([C:19]1[CH:28]=[CH:27][C:26]2[C:21](=[CH:22][CH:23]=[CH:24][CH:25]=2)[CH:20]=1)(=[O:17])=[O:18])=[O:14])[C:6]([N:8]([CH2:9][CH3:10])[C:11]1[CH:34]=[CH:33][CH:32]=[CH:37][CH:12]=1)=[O:7])#[N:2]. (2) Given the reactants [Cl:1][C:2]1[CH:24]=[CH:23][C:5]([CH2:6][N:7]2[C:12](=[O:13])[CH:11]=[CH:10][C:9]([C:14]3[CH:19]=[CH:18][C:17]([CH2:20][C:21]#[N:22])=[CH:16][CH:15]=3)=[CH:8]2)=[CH:4][CH:3]=1.C([Sn](=O)CCCC)CCC.[N:35]([Si](C)(C)C)=[N+:36]=[N-:37], predict the reaction product. The product is: [N:22]1[NH:35][N:36]=[N:37][C:21]=1[CH2:20][C:17]1[CH:18]=[CH:19][C:14]([C:9]2[CH:10]=[CH:11][C:12](=[O:13])[N:7]([CH2:6][C:5]3[CH:23]=[CH:24][C:2]([Cl:1])=[CH:3][CH:4]=3)[CH:8]=2)=[CH:15][CH:16]=1. (3) Given the reactants Br[C:2]1[C:3]([O:9][CH3:10])=[C:4]([CH:6]=[CH:7][CH:8]=1)[NH2:5].[CH2:11]([O:13][CH:14]([N:16]1[CH:20]=[C:19](B2OC(C)(C)C(C)(C)O2)[CH:18]=[N:17]1)[CH3:15])[CH3:12].P([O-])([O-])([O-])=O.[K+].[K+].[K+], predict the reaction product. The product is: [CH2:11]([O:13][CH:14]([N:16]1[CH:20]=[C:19]([C:2]2[C:3]([O:9][CH3:10])=[C:4]([CH:6]=[CH:7][CH:8]=2)[NH2:5])[CH:18]=[N:17]1)[CH3:15])[CH3:12]. (4) Given the reactants [Br:1][C:2]1[CH:3]=[C:4]2[C:26](=[CH:27][CH:28]=1)[C:8]1[NH:9][C:10]([C@@H:12]3[C@@H:17]4[CH2:18][C@@H:14]([CH2:15][CH2:16]4)[N:13]3C(OC(C)(C)C)=O)=[N:11][C:7]=1[CH:6]=[CH:5]2.Cl.[CH3:30][O:31][C:32]([NH:34][C@@H:35]([CH:39]([CH3:41])[CH3:40])[C:36](O)=[O:37])=[O:33].CN(C(ON1N=NC2C=CC=NC1=2)=[N+](C)C)C.F[P-](F)(F)(F)(F)F.CCN(C(C)C)C(C)C, predict the reaction product. The product is: [Br:1][C:2]1[CH:3]=[C:4]2[C:26](=[CH:27][CH:28]=1)[C:8]1[NH:9][C:10]([C@@H:12]3[C@@H:17]4[CH2:18][C@@H:14]([CH2:15][CH2:16]4)[N:13]3[C:36](=[O:37])[C@@H:35]([NH:34][C:32](=[O:33])[O:31][CH3:30])[CH:39]([CH3:41])[CH3:40])=[N:11][C:7]=1[CH:6]=[CH:5]2. (5) Given the reactants [NH2:1][CH2:2][C@@H:3]1[C@H:8]([CH3:9])[CH2:7][CH2:6][CH2:5][N:4]1[C:10]([C:12]1[CH:17]=[C:16]([CH3:18])[CH:15]=[CH:14][C:13]=1C1C=NN(C)C=1)=[O:11].CC1C=CC([N:35]2[CH:39]=[C:38]([CH3:40])[N:37]=[N:36]2)=C(C=1)C(O)=O, predict the reaction product. The product is: [NH2:1][CH2:2][C@@H:3]1[C@H:8]([CH3:9])[CH2:7][CH2:6][CH2:5][N:4]1[C:10]([C:12]1[CH:17]=[C:16]([CH3:18])[CH:15]=[CH:14][C:13]=1[N:35]1[CH:39]=[C:38]([CH3:40])[N:37]=[N:36]1)=[O:11]. (6) Given the reactants [CH3:1][CH2:2][N:3](C(C)C)C(C)C.[CH3:10][N:11]1[CH2:16][CH2:15][N:14]([C:17]2[CH:22]=[CH:21][C:20]([C:23]3[CH:38]=[N:37][C:26]4[NH:27][C:28]5[CH:33]=[N:32][C:31]([C:34]([OH:36])=O)=[CH:30][C:29]=5[C:25]=4[CH:24]=3)=[CH:19][CH:18]=2)[CH2:13][CH2:12]1.C1CN([P+]([O:55]N2N=NC3C=CC=CC2=3)(N2CCCC2)N2CCCC2)CC1.F[P-](F)(F)(F)(F)F.C1C=CC2N(O)N=NC=2C=1.C(CN)O.S(=O)(=O)(O)O, predict the reaction product. The product is: [OH:55][CH2:1][CH2:2][NH:3][C:34]([C:31]1[N:32]=[CH:33][C:28]2[NH:27][C:26]3[N:37]=[CH:38][C:23]([C:20]4[CH:19]=[CH:18][C:17]([N:14]5[CH2:13][CH2:12][N:11]([CH3:10])[CH2:16][CH2:15]5)=[CH:22][CH:21]=4)=[CH:24][C:25]=3[C:29]=2[CH:30]=1)=[O:36].